This data is from TCR-epitope binding with 47,182 pairs between 192 epitopes and 23,139 TCRs. The task is: Binary Classification. Given a T-cell receptor sequence (or CDR3 region) and an epitope sequence, predict whether binding occurs between them. (1) The epitope is LLLGIGILV. The TCR CDR3 sequence is CASSQVGFSYEQYF. Result: 0 (the TCR does not bind to the epitope). (2) The epitope is MPASWVMRI. Result: 0 (the TCR does not bind to the epitope). The TCR CDR3 sequence is CASSQRSGADGYTF. (3) The epitope is LPPAYTNSF. The TCR CDR3 sequence is CASSYTGDLEQFF. Result: 0 (the TCR does not bind to the epitope). (4) The epitope is KAYNVTQAF. The TCR CDR3 sequence is CASSYSGSGGKTTQYF. Result: 1 (the TCR binds to the epitope). (5) The epitope is GLCTLVAML. The TCR CDR3 sequence is CASSSGQVSNTGELFF. Result: 1 (the TCR binds to the epitope). (6) The epitope is AYAQKIFKI. The TCR CDR3 sequence is CASSVRTTGSTDTQYF. Result: 0 (the TCR does not bind to the epitope). (7) The epitope is IVTDFSVIK. The TCR CDR3 sequence is CASRLTGDNEQFF. Result: 1 (the TCR binds to the epitope). (8) The epitope is WICLLQFAY. The TCR CDR3 sequence is CASSQTRNYEQYF. Result: 1 (the TCR binds to the epitope).